This data is from Experimental lipophilicity measurements (octanol/water distribution) for 4,200 compounds from AstraZeneca. The task is: Regression/Classification. Given a drug SMILES string, predict its absorption, distribution, metabolism, or excretion properties. Task type varies by dataset: regression for continuous measurements (e.g., permeability, clearance, half-life) or binary classification for categorical outcomes (e.g., BBB penetration, CYP inhibition). For this dataset (lipophilicity_astrazeneca), we predict Y. The drug is O=C(NC1CCCCC1)C1CCCN(S(=O)(=O)c2cccs2)C1. The Y is 2.93 logD.